From a dataset of Forward reaction prediction with 1.9M reactions from USPTO patents (1976-2016). Predict the product of the given reaction. (1) Given the reactants Br[C:2]1[CH:3]=[C:4]([CH3:9])[C:5]([NH2:8])=[N:6][CH:7]=1.CC1(C)C(C)(C)OB([C:18]2[CH:25]=[CH:24][C:21]([CH2:22][NH2:23])=[CH:20][CH:19]=2)O1.Cl.O1CCOCC1.C(=O)(O)[O-].[Na+].O, predict the reaction product. The product is: [NH2:23][CH2:22][C:21]1[CH:24]=[CH:25][C:18]([C:2]2[CH:3]=[C:4]([CH3:9])[C:5]([NH2:8])=[N:6][CH:7]=2)=[CH:19][CH:20]=1. (2) Given the reactants [NH2:1][CH2:2][CH2:3][O:4][CH2:5][CH2:6][OH:7].C(=O)([O-])[O-].[K+].[K+].[N+:14]([C:17]1[CH:22]=[CH:21][CH:20]=[CH:19][C:18]=1[CH2:23][S:24](Cl)(=[O:26])=[O:25])([O-:16])=[O:15], predict the reaction product. The product is: [OH:7][CH2:6][CH2:5][O:4][CH2:3][CH2:2][NH:1][S:24]([CH2:23][C:18]1[CH:19]=[CH:20][CH:21]=[CH:22][C:17]=1[N+:14]([O-:16])=[O:15])(=[O:25])=[O:26]. (3) Given the reactants [C:1](C1NC=CN=1)(C1NC=CN=1)=[O:2].C1CCN2C(=NCCC2)CC1.[Cl:24][C:25]1[CH:26]=[C:27]([C:32]([C@H:34]2[CH2:36][C@@H:35]2[C:37](=[NH:40])[NH:38][OH:39])=[O:33])[CH:28]=[CH:29][C:30]=1[F:31], predict the reaction product. The product is: [Cl:24][C:25]1[CH:26]=[C:27]([C:32]([C@H:34]2[CH2:36][C@@H:35]2[C:37]2[NH:38][O:39][C:1](=[O:2])[N:40]=2)=[O:33])[CH:28]=[CH:29][C:30]=1[F:31]. (4) The product is: [Cl:28][C:29]1[CH:30]=[C:31]([C:40]2[CH:45]=[CH:44][CH:43]=[CH:42][C:41]=2[N:46]([CH3:51])[S:47]([CH3:50])(=[O:49])=[O:48])[N:32]2[C:37]=1[CH:36]=[N:35][C:34]([OH:3])=[N:33]2. Given the reactants CC[O:3]C(CC1N=C(NC(CSC2[N+](CC=C)=C(N)CC(=O)N=2)=O)SC=1)=O.[Cl:28][C:29]1[CH:30]=[C:31]([C:40]2[CH:45]=[CH:44][CH:43]=[CH:42][C:41]=2[N:46]([CH3:51])[S:47]([CH3:50])(=[O:49])=[O:48])[N:32]2[C:37]=1[CH:36]=[N:35][C:34](SC)=[N:33]2.C(Cl)Cl.ClC1C=CC=C(C(OO)=O)C=1.[OH-].[Na+].C(O)(=O)C, predict the reaction product. (5) Given the reactants [CH2:1]([Zn]CC)C.FC(F)(F)C(O)=O.ICI.[CH3:16][O:17][C:18]([CH:20]1[CH2:24][C:23](=[CH2:25])[CH2:22][N:21]1[C:26]([O:28][CH2:29][C:30]1[CH:35]=[CH:34][CH:33]=[CH:32][CH:31]=1)=[O:27])=[O:19].C[N+]1([O-])CCOCC1, predict the reaction product. The product is: [CH3:16][O:17][C:18]([CH:20]1[CH2:24][C:23]2([CH2:1][CH2:25]2)[CH2:22][N:21]1[C:26]([O:28][CH2:29][C:30]1[CH:31]=[CH:32][CH:33]=[CH:34][CH:35]=1)=[O:27])=[O:19].